Task: Predict the reactants needed to synthesize the given product.. Dataset: Full USPTO retrosynthesis dataset with 1.9M reactions from patents (1976-2016) (1) Given the product [C:31]([O:30][C:29]([NH:28][C:24]1[CH:23]=[C:22]([C:20]#[C:21][C:2]2[C:10]3[O:9][C:8](=[O:11])[N:7]([CH2:12][C:13]([O:15][CH3:16])=[O:14])[C:6]=3[CH:5]=[C:4]([N+:17]([O-:19])=[O:18])[CH:3]=2)[CH:27]=[CH:26][CH:25]=1)=[O:35])([CH3:34])([CH3:33])[CH3:32], predict the reactants needed to synthesize it. The reactants are: I[C:2]1[C:10]2[O:9][C:8](=[O:11])[N:7]([CH2:12][C:13]([O:15][CH3:16])=[O:14])[C:6]=2[CH:5]=[C:4]([N+:17]([O-:19])=[O:18])[CH:3]=1.[C:20]([C:22]1[CH:23]=[C:24]([NH:28][C:29](=[O:35])[O:30][C:31]([CH3:34])([CH3:33])[CH3:32])[CH:25]=[CH:26][CH:27]=1)#[CH:21]. (2) Given the product [CH2:1]([O:3][C:4](=[O:32])[CH:5]([C:10]1[CH:11]=[C:12]([C:22]2[CH:27]=[CH:26][C:25]([C:28]([F:29])([F:30])[F:31])=[CH:24][CH:23]=2)[CH:13]=[C:14]([CH:16]2[CH2:17][CH2:18][N:19]([CH2:37][C:36]3[CH:39]=[C:40]([C:42]([F:43])([F:44])[F:45])[CH:41]=[C:34]([F:33])[CH:35]=3)[CH2:20][CH2:21]2)[CH:15]=1)[CH2:6][CH:7]([CH3:9])[CH3:8])[CH3:2], predict the reactants needed to synthesize it. The reactants are: [CH2:1]([O:3][C:4](=[O:32])[CH:5]([C:10]1[CH:11]=[C:12]([C:22]2[CH:27]=[CH:26][C:25]([C:28]([F:31])([F:30])[F:29])=[CH:24][CH:23]=2)[CH:13]=[C:14]([CH:16]2[CH2:21][CH2:20][NH:19][CH2:18][CH2:17]2)[CH:15]=1)[CH2:6][CH:7]([CH3:9])[CH3:8])[CH3:2].[F:33][C:34]1[CH:35]=[C:36]([CH:39]=[C:40]([C:42]([F:45])([F:44])[F:43])[CH:41]=1)[CH:37]=O.C(O[BH-](OC(=O)C)OC(=O)C)(=O)C.[Na+].